Dataset: Full USPTO retrosynthesis dataset with 1.9M reactions from patents (1976-2016). Task: Predict the reactants needed to synthesize the given product. The reactants are: [CH3:1][O:2][CH2:3][C:4]1([C:8]([N:10]2[CH2:16][C:15]3[CH:17]=[CH:18][C:19]([C:21](OC)=[O:22])=[CH:20][C:14]=3[O:13][CH2:12][C@@H:11]2[CH3:25])=[O:9])[CH2:7]CC1.[OH-:26].[Na+].[NH2:28]O.C1[CH2:34][O:33]CC1.CO. Given the product [OH:26][NH:28][C:21]([C:19]1[CH:18]=[CH:17][C:15]2[CH2:16][N:10]([C:8]([C:4]3([CH2:3][O:2][CH3:1])[CH2:34][O:33][CH2:7]3)=[O:9])[C@@H:11]([CH3:25])[CH2:12][O:13][C:14]=2[CH:20]=1)=[O:22], predict the reactants needed to synthesize it.